The task is: Predict which catalyst facilitates the given reaction.. This data is from Catalyst prediction with 721,799 reactions and 888 catalyst types from USPTO. (1) Reactant: [C:1]([O:5][C:6]([NH:8][C@H:9]([C:13]([O:15][C:16]([CH3:19])([CH3:18])[CH3:17])=[O:14])[CH2:10][CH2:11][OH:12])=[O:7])([CH3:4])([CH3:3])[CH3:2].N1C=CC=CC=1. Product: [C:1]([O:5][C:6]([NH:8][C@@H:9]([CH2:10][CH:11]=[O:12])[C:13]([O:15][C:16]([CH3:19])([CH3:18])[CH3:17])=[O:14])=[O:7])([CH3:4])([CH3:3])[CH3:2]. The catalyst class is: 96. (2) Reactant: [C:1]([O:4][C:5]1[CH:10]=[CH:9][CH:8]=[C:7]([C:11](=[N:13][O:14][C:15](=O)[CH3:16])[NH2:12])[CH:6]=1)(=[O:3])[CH3:2].C1(C)C=CC(S(O)(=O)=O)=CC=1. Product: [C:1]([O:4][C:5]1[CH:10]=[CH:9][CH:8]=[C:7]([C:11]2[N:12]=[C:15]([CH3:16])[O:14][N:13]=2)[CH:6]=1)(=[O:3])[CH3:2]. The catalyst class is: 11.